Dataset: Catalyst prediction with 721,799 reactions and 888 catalyst types from USPTO. Task: Predict which catalyst facilitates the given reaction. (1) Reactant: [C:1]([CH2:3]P(=O)(OCC)OCC)#[N:2].[H-].[Na+].O=[C:15]1[CH2:20][CH2:19][N:18]([C:21]([O:23][C:24]([CH3:27])([CH3:26])[CH3:25])=[O:22])[CH:17]([C:28]2[CH:33]=[CH:32][CH:31]=[CH:30][CH:29]=2)[CH2:16]1. Product: [C:1]([CH:3]=[C:15]1[CH2:20][CH2:19][N:18]([C:21]([O:23][C:24]([CH3:27])([CH3:26])[CH3:25])=[O:22])[CH:17]([C:28]2[CH:33]=[CH:32][CH:31]=[CH:30][CH:29]=2)[CH2:16]1)#[N:2]. The catalyst class is: 1. (2) Reactant: [CH3:1][O:2][C:3]([C:5]1[S:13][C:8]2=[N:9][CH:10]=[CH:11][CH:12]=[C:7]2[C:6]=1[O:14][CH2:15][C:16]([O:18]C(C)(C)C)=[O:17])=[O:4]. Product: [CH3:1][O:2][C:3]([C:5]1[S:13][C:8]2=[N:9][CH:10]=[CH:11][CH:12]=[C:7]2[C:6]=1[O:14][CH2:15][C:16]([OH:18])=[O:17])=[O:4]. The catalyst class is: 137. (3) Reactant: [F:1][C:2]1[CH:11]=[C:10](/[CH:12]=[CH:13]/[C:14]2[C:23]([CH2:24][N:25]3[CH:29]=[CH:28][CH:27]=[N:26]3)=[CH:22][C:21]3[C:20]([CH3:31])([CH3:30])[CH2:19][CH2:18][C:17]([CH3:33])([CH3:32])[C:16]=3[CH:15]=2)[CH:9]=[CH:8][C:3]=1[C:4]([O:6]C)=[O:5].[OH-].[Na+].[Cl-].[NH4+]. Product: [F:1][C:2]1[CH:11]=[C:10](/[CH:12]=[CH:13]/[C:14]2[C:23]([CH2:24][N:25]3[CH:29]=[CH:28][CH:27]=[N:26]3)=[CH:22][C:21]3[C:20]([CH3:31])([CH3:30])[CH2:19][CH2:18][C:17]([CH3:33])([CH3:32])[C:16]=3[CH:15]=2)[CH:9]=[CH:8][C:3]=1[C:4]([OH:6])=[O:5]. The catalyst class is: 8. (4) Reactant: [C:1]([OH:9])(=[O:8])[C:2]1[CH:7]=[CH:6][CH:5]=[CH:4][CH:3]=1.[C:10]([OH:18])(=[O:17])[C:11]1[CH:16]=[CH:15][CH:14]=[CH:13][CH:12]=1.[C:19]([OH:27])(=[O:26])[C:20]1[CH:25]=[CH:24][CH:23]=[CH:22][CH:21]=1.Br[C:29]1[CH:38]=[C:37]2[C:32]([CH:33]=[CH:34][N:35]([C@H:40]3[C@H:44]([OH:45])[C@H:43]([OH:46])[C@@H:42]([CH2:47][OH:48])[O:41]3)[C:36]2=[O:39])=[CH:31][CH:30]=1.[Cu][C:50]#[N:51]. Product: [C:1]([OH:9])(=[O:8])[C:2]1[CH:7]=[CH:6][CH:5]=[CH:4][CH:3]=1.[C:10]([OH:18])(=[O:17])[C:11]1[CH:16]=[CH:15][CH:14]=[CH:13][CH:12]=1.[C:19]([OH:27])(=[O:26])[C:20]1[CH:25]=[CH:24][CH:23]=[CH:22][CH:21]=1.[OH:45][C@@H:44]1[C@H:43]([OH:46])[C@@H:42]([CH2:47][OH:48])[O:41][C@H:40]1[N:35]1[CH:34]=[CH:33][C:32]2[C:37](=[CH:38][C:29]([C:50]#[N:51])=[CH:30][CH:31]=2)[C:36]1=[O:39]. The catalyst class is: 9. (5) Reactant: [CH2:1]([O:3][C:4](=[O:35])[CH2:5][N:6]1[C:14]2[CH2:13][CH2:12][CH2:11][CH:10]([NH:15][S:16]([C:19]3[CH:24]=[C:23]([C:25]#[C:26][Si](C)(C)C)[CH:22]=[C:21]([C:31]([F:34])([F:33])[F:32])[CH:20]=3)(=[O:18])=[O:17])[C:9]=2[CH:8]=[N:7]1)[CH3:2].[F-].[K+]. Product: [CH2:1]([O:3][C:4](=[O:35])[CH2:5][N:6]1[C:14]2[CH2:13][CH2:12][CH2:11][CH:10]([NH:15][S:16]([C:19]3[CH:20]=[C:21]([C:31]([F:33])([F:34])[F:32])[CH:22]=[C:23]([C:25]#[CH:26])[CH:24]=3)(=[O:18])=[O:17])[C:9]=2[CH:8]=[N:7]1)[CH3:2]. The catalyst class is: 35.